The task is: Predict the product of the given reaction.. This data is from Forward reaction prediction with 1.9M reactions from USPTO patents (1976-2016). (1) Given the reactants Br[C:2]1[CH:3]=[CH:4][CH:5]=[C:6]2[C:11]=1[N:10]=[C:9]([NH:12][C:13]1[CH:18]=[CH:17][C:16]([N:19]3[CH2:24][CH2:23][O:22][CH2:21][CH2:20]3)=[CH:15][C:14]=1[O:25][CH3:26])[N:8]=[CH:7]2.CC1(C)C(C)(C)OB([C:35]2[CH:36]=[C:37]([CH:39]=[CH:40][CH:41]=2)[NH2:38])O1.C([O-])([O-])=O.[Na+].[Na+], predict the reaction product. The product is: [NH2:38][C:37]1[CH:36]=[C:35]([C:2]2[CH:3]=[CH:4][CH:5]=[C:6]3[C:11]=2[N:10]=[C:9]([NH:12][C:13]2[CH:18]=[CH:17][C:16]([N:19]4[CH2:20][CH2:21][O:22][CH2:23][CH2:24]4)=[CH:15][C:14]=2[O:25][CH3:26])[N:8]=[CH:7]3)[CH:41]=[CH:40][CH:39]=1. (2) The product is: [CH3:1][O:2][C:3]12[CH2:8][CH2:7][CH:6]([CH2:9][CH2:10]1)[CH2:5][C:4]2=[O:11]. Given the reactants [CH3:1][O:2][C:3]12[CH2:10][CH2:9][CH:6]([CH:7]=[CH:8]1)[CH2:5][C:4]2=[O:11], predict the reaction product. (3) Given the reactants C(OC([N:8]1[CH2:13][CH2:12][CH2:11][C@@H:10]([NH:14][C:15]2[C:20]([C:21]3[S:22][C:23]4[CH:29]=[CH:28][C:27]([F:30])=[CH:26][C:24]=4[N:25]=3)=[C:19]([O:31]C)[N:18]=[C:17]([N:33]3[CH2:38][CH2:37][O:36][CH2:35][CH2:34]3)[N:16]=2)[CH2:9]1)=O)(C)(C)C.[ClH:39], predict the reaction product. The product is: [ClH:39].[F:30][C:27]1[CH:28]=[CH:29][C:23]2[S:22][C:21]([C:20]3[C:19](=[O:31])[NH:18][C:17]([N:33]4[CH2:38][CH2:37][O:36][CH2:35][CH2:34]4)=[N:16][C:15]=3[NH:14][C@@H:10]3[CH2:11][CH2:12][CH2:13][NH:8][CH2:9]3)=[N:25][C:24]=2[CH:26]=1. (4) Given the reactants [F:1][C:2]1[CH:25]=[CH:24][C:5]([CH2:6][N:7]([O:17][CH:18]2[CH2:23][CH2:22][CH2:21][CH2:20][O:19]2)[C:8]([C:10]2[CH:15]=[C:14](Br)[CH:13]=[CH:12][N:11]=2)=[O:9])=[CH:4][CH:3]=1.C(=O)([O-])[O-].[Na+].[Na+].[C:32]1(B(O)O)[CH:37]=[CH:36][CH:35]=[CH:34][CH:33]=1, predict the reaction product. The product is: [F:1][C:2]1[CH:25]=[CH:24][C:5]([CH2:6][N:7]([O:17][CH:18]2[CH2:23][CH2:22][CH2:21][CH2:20][O:19]2)[C:8]([C:10]2[CH:15]=[C:14]([C:32]3[CH:37]=[CH:36][CH:35]=[CH:34][CH:33]=3)[CH:13]=[CH:12][N:11]=2)=[O:9])=[CH:4][CH:3]=1. (5) Given the reactants [C:1]([C:3]([S:13][CH2:14][CH3:15])=[CH:4][C@@H:5]1[C@@H:7]([C:8](O)=[O:9])[C:6]1([CH3:12])[CH3:11])#[N:2].S(Cl)([Cl:18])=O, predict the reaction product. The product is: [C:1]([C:3]([S:13][CH2:14][CH3:15])=[CH:4][C@@H:5]1[C@@H:7]([C:8]([Cl:18])=[O:9])[C:6]1([CH3:12])[CH3:11])#[N:2]. (6) Given the reactants [NH2:1][C:2]1[C:3]([C:7]([OH:9])=[O:8])=[N:4][O:5][N:6]=1.O=S(Cl)Cl.[CH3:14][CH2:15]O, predict the reaction product. The product is: [NH2:1][C:2]1[C:3]([C:7]([O:9][CH2:14][CH3:15])=[O:8])=[N:4][O:5][N:6]=1. (7) Given the reactants [CH3:1][O:2][C:3]1[CH:4]=[C:5]([NH2:15])[CH:6]=[CH:7][C:8]=1[N:9]1[CH:13]=[C:12]([CH3:14])[N:11]=[CH:10]1.[Cl:16][C:17]1[CH:22]=[CH:21][CH:20]=[C:19](Cl)[N:18]=1, predict the reaction product. The product is: [Cl:16][C:17]1[N:18]=[C:19]([NH:15][C:5]2[CH:6]=[CH:7][C:8]([N:9]3[CH:13]=[C:12]([CH3:14])[N:11]=[CH:10]3)=[C:3]([O:2][CH3:1])[CH:4]=2)[CH:20]=[CH:21][CH:22]=1. (8) Given the reactants [CH3:1][O:2][C:3]1[CH:8]=[CH:7][CH:6]=[CH:5][C:4]=1[C:9]1[C:17]2[C:12](=[N:13][CH:14]=[C:15](B3OC(C)(C)C(C)(C)O3)[CH:16]=2)[N:11]([CH2:27][O:28][CH2:29][CH2:30][Si:31]([CH3:34])([CH3:33])[CH3:32])[N:10]=1.C[O:36][C:37](=[O:47])[C:38]1[CH:43]=[C:42](Br)[CH:41]=[C:40]([Cl:45])[C:39]=1[OH:46].C(=O)(O)[O-].[Na+].C(O)(=O)CC(CC(O)=O)(C(O)=O)O, predict the reaction product. The product is: [Cl:45][C:40]1[C:39]([OH:46])=[C:38]([CH:43]=[C:42]([C:15]2[CH:16]=[C:17]3[C:9]([C:4]4[CH:5]=[CH:6][CH:7]=[CH:8][C:3]=4[O:2][CH3:1])=[N:10][N:11]([CH2:27][O:28][CH2:29][CH2:30][Si:31]([CH3:32])([CH3:34])[CH3:33])[C:12]3=[N:13][CH:14]=2)[CH:41]=1)[C:37]([OH:36])=[O:47]. (9) The product is: [CH3:13][C:11]1[C:5]2[C:3](=[C:2]([CH3:1])[CH:8]=[CH:7][CH:6]=2)[N:4]=[CH:10][CH:9]=1. Given the reactants [CH3:1][C:2]1[CH:8]=[CH:7][CH:6]=[CH:5][C:3]=1[NH2:4].[CH:9]([C:11]([CH3:13])=O)=[CH2:10], predict the reaction product. (10) Given the reactants [CH3:1][O:2][C:3]1[CH:4]=[C:5]2[C:10](=[CH:11][C:12]=1[O:13][CH2:14][C@@H:15]1[CH2:17][O:16]1)[N:9]=[CH:8][N:7]=[C:6]2[O:18][C:19]1[CH:20]=[C:21]2[C:25](=[CH:26][CH:27]=1)[NH:24][C:23]([CH3:28])=[CH:22]2.[NH:29]1[CH2:33][CH2:32][CH2:31][CH2:30]1, predict the reaction product. The product is: [OH:16][C@@H:15]([CH2:17][N:29]1[CH2:33][CH2:32][CH2:31][CH2:30]1)[CH2:14][O:13][C:12]1[CH:11]=[C:10]2[C:5]([C:6]([O:18][C:19]3[CH:20]=[C:21]4[C:25](=[CH:26][CH:27]=3)[NH:24][C:23]([CH3:28])=[CH:22]4)=[N:7][CH:8]=[N:9]2)=[CH:4][C:3]=1[O:2][CH3:1].